Predict the reactants needed to synthesize the given product. From a dataset of Full USPTO retrosynthesis dataset with 1.9M reactions from patents (1976-2016). Given the product [C:29]([O:33][C:34]([N:36]1[CH2:40][C@H:39]([C:41]2[CH:46]=[CH:45][CH:44]=[CH:43][CH:42]=2)[C@@H:38]([CH2:47][N:16]2[CH2:15][CH2:14][C:11]3([C:10](=[O:19])[N:9]([CH2:8][C:7]4[CH:6]=[CH:5][C:4]([O:3][CH3:2])=[CH:21][CH:20]=4)[CH2:13][CH2:12]3)[CH2:18][CH2:17]2)[CH2:37]1)=[O:35])([CH3:32])([CH3:30])[CH3:31], predict the reactants needed to synthesize it. The reactants are: Cl.[CH3:2][O:3][C:4]1[CH:21]=[CH:20][C:7]([CH2:8][N:9]2[CH2:13][CH2:12][C:11]3([CH2:18][CH2:17][NH:16][CH2:15][CH2:14]3)[C:10]2=[O:19])=[CH:6][CH:5]=1.C(N(CC)CC)C.[C:29]([O:33][C:34]([N:36]1[CH2:40][C@H:39]([C:41]2[CH:46]=[CH:45][CH:44]=[CH:43][CH:42]=2)[C@@H:38]([CH:47]=O)[CH2:37]1)=[O:35])([CH3:32])([CH3:31])[CH3:30].C(O[BH-](OC(=O)C)OC(=O)C)(=O)C.[Na+].